Dataset: CYP2C19 inhibition data for predicting drug metabolism from PubChem BioAssay. Task: Regression/Classification. Given a drug SMILES string, predict its absorption, distribution, metabolism, or excretion properties. Task type varies by dataset: regression for continuous measurements (e.g., permeability, clearance, half-life) or binary classification for categorical outcomes (e.g., BBB penetration, CYP inhibition). Dataset: cyp2c19_veith. (1) The compound is Cc1cccc(C)c1-n1c(SCC(=O)NCc2ccco2)nc2ccccc2c1=O. The result is 1 (inhibitor). (2) The compound is CC1=C[N+](=O)c2ccccc2[N+]1=O. The result is 0 (non-inhibitor). (3) The drug is Cc1cc(C)n(-c2nc(-c3ccc(Cl)c(Cl)c3)cs2)n1. The result is 1 (inhibitor). (4) The drug is N#CCCn1c(=O)c(-c2ccccc2)nc2cnc(Nc3ccccc3)nc21. The result is 0 (non-inhibitor). (5) The compound is C/C(CC(=O)Nc1cccc2c1CCCC2)=N\NC(=O)c1ccccc1N. The result is 1 (inhibitor). (6) The drug is Clc1ccc(CN2CCCN(Cc3ccc(Cl)cc3)C2c2cc3ccccc3c3ccccc23)cc1. The result is 1 (inhibitor). (7) The molecule is O=C(CC1c2ccccc2Oc2ccccc21)N1CCN(c2ccccn2)CC1. The result is 1 (inhibitor). (8) The compound is CCC/C=C(\CCC)C(NC(=O)OCC(C)C)c1ccccc1. The result is 0 (non-inhibitor).